This data is from Forward reaction prediction with 1.9M reactions from USPTO patents (1976-2016). The task is: Predict the product of the given reaction. (1) Given the reactants Cl[CH2:2][C:3](Cl)=[O:4].[NH2:6][C:7]1[C:8]([OH:24])=[C:9]([C:21](=[O:23])[CH3:22])[CH:10]=[C:11]([O:13][CH2:14][C:15]2[CH:20]=[CH:19][CH:18]=[CH:17][CH:16]=2)[CH:12]=1.C(=O)([O-])[O-].[K+].[K+], predict the reaction product. The product is: [C:21]([C:9]1[C:8]2[O:24][CH2:2][C:3](=[O:4])[NH:6][C:7]=2[CH:12]=[C:11]([O:13][CH2:14][C:15]2[CH:20]=[CH:19][CH:18]=[CH:17][CH:16]=2)[CH:10]=1)(=[O:23])[CH3:22]. (2) Given the reactants C(N(CC)CC)C.[Cl:8][C:9]1[CH:17]=[CH:16][C:12]([C:13]([OH:15])=O)=[CH:11][C:10]=1[NH:18][C:19]([C:21]1[C:32](=[O:33])[NH:31][C:24]2[N:25]=[C:26]([O:29][CH3:30])[N:27]=[CH:28][C:23]=2[CH:22]=1)=[O:20].CN(C(ON1N=NC2C=CC=NC1=2)=[N+](C)C)C.F[P-](F)(F)(F)(F)F.[Cl:58][C:59]1[CH:60]=[C:61]([CH2:65][CH2:66][NH2:67])[CH:62]=[CH:63][CH:64]=1, predict the reaction product. The product is: [Cl:8][C:9]1[CH:17]=[CH:16][C:12]([C:13](=[O:15])[NH:67][CH2:66][CH2:65][C:61]2[CH:62]=[CH:63][CH:64]=[C:59]([Cl:58])[CH:60]=2)=[CH:11][C:10]=1[NH:18][C:19]([C:21]1[C:32](=[O:33])[NH:31][C:24]2[N:25]=[C:26]([O:29][CH3:30])[N:27]=[CH:28][C:23]=2[CH:22]=1)=[O:20]. (3) Given the reactants C[O:2][C:3](=[O:34])[C:4]([CH3:33])([O:26][C:27]1[CH:32]=[CH:31][CH:30]=[CH:29][CH:28]=1)[CH2:5][C:6]1[S:7][C:8]([CH2:11][CH2:12][CH2:13][C:14]2[N:15]=[C:16]([C:20]3[CH:25]=[CH:24][CH:23]=[CH:22][CH:21]=3)[O:17][C:18]=2[CH3:19])=[CH:9][CH:10]=1.[OH-].[Na+].Cl, predict the reaction product. The product is: [CH3:33][C:4]([O:26][C:27]1[CH:28]=[CH:29][CH:30]=[CH:31][CH:32]=1)([CH2:5][C:6]1[S:7][C:8]([CH2:11][CH2:12][CH2:13][C:14]2[N:15]=[C:16]([C:20]3[CH:21]=[CH:22][CH:23]=[CH:24][CH:25]=3)[O:17][C:18]=2[CH3:19])=[CH:9][CH:10]=1)[C:3]([OH:34])=[O:2]. (4) Given the reactants [H-].[Na+].CN(C=O)C.[Cl:8][C:9]1[CH:10]=[N:11][C:12]([N:15]2[CH2:20][CH2:19][CH:18]([C@@H:21]3[CH2:23][C@H:22]3[CH2:24][CH2:25][OH:26])[CH2:17][CH2:16]2)=[N:13][CH:14]=1.[Cl-].F[C:29]1[CH:34]=[CH:33][NH+:32]=[CH:31][CH:30]=1, predict the reaction product. The product is: [Cl:8][C:9]1[CH:10]=[N:11][C:12]([N:15]2[CH2:20][CH2:19][CH:18]([C@@H:21]3[CH2:23][C@H:22]3[CH2:24][CH2:25][O:26][C:29]3[CH:34]=[CH:33][N:32]=[CH:31][CH:30]=3)[CH2:17][CH2:16]2)=[N:13][CH:14]=1. (5) Given the reactants [CH3:1][O:2][C:3](=[O:16])[CH:4]([C:6]1[CH:11]=[CH:10][C:9]([S:12]([CH3:15])(=[O:14])=[O:13])=[CH:8][CH:7]=1)[CH3:5].[Br:17]N1C(=O)CCC1=O, predict the reaction product. The product is: [CH3:1][O:2][C:3](=[O:16])[C:4]([Br:17])([C:6]1[CH:11]=[CH:10][C:9]([S:12]([CH3:15])(=[O:13])=[O:14])=[CH:8][CH:7]=1)[CH3:5].